This data is from Full USPTO retrosynthesis dataset with 1.9M reactions from patents (1976-2016). The task is: Predict the reactants needed to synthesize the given product. (1) Given the product [Cl:1][C:2]1[C:3]([F:31])=[C:4]([NH:8][C:9]2[C:18]3[C:13](=[CH:14][C:15]([O:29][CH3:30])=[C:16]([CH2:19][NH:20][CH:21]([CH3:23])[CH3:22])[CH:17]=3)[N:12]=[CH:11][N:10]=2)[CH:5]=[CH:6][CH:7]=1, predict the reactants needed to synthesize it. The reactants are: [Cl:1][C:2]1[C:3]([F:31])=[C:4]([NH:8][C:9]2[C:18]3[C:13](=[CH:14][C:15]([O:29][CH3:30])=[C:16]([CH2:19][N:20](C(C)C)[C@H:21]([C:23](O)=O)[CH3:22])[CH:17]=3)[N:12]=[CH:11][N:10]=2)[CH:5]=[CH:6][CH:7]=1.ClC1C(F)=C(C=CC=1)NC1C2C(=CC(OC)=C(C=O)C=2)N=CN=1.C(N)(C)C. (2) The reactants are: [F:1][C:2]([F:34])([F:33])[CH2:3][NH:4][C:5]([NH:7][C:8]1[CH:9]=[C:10]([C:14]2[N:18]3[N:19]=[CH:20][C:21]([C:23]4[CH:24]=[N:25][N:26]([CH:28]([CH3:32])[C:29]([OH:31])=O)[CH:27]=4)=[CH:22][C:17]3=[N:16][CH:15]=2)[CH:11]=[CH:12][CH:13]=1)=[O:6].Cl.[NH:36]1[CH2:41][CH2:40][CH:39]([C:42]#[N:43])[CH2:38][CH2:37]1. Given the product [C:42]([CH:39]1[CH2:40][CH2:41][N:36]([C:29](=[O:31])[CH:28]([N:26]2[CH:27]=[C:23]([C:21]3[CH:20]=[N:19][N:18]4[C:14]([C:10]5[CH:9]=[C:8]([NH:7][C:5]([NH:4][CH2:3][C:2]([F:33])([F:34])[F:1])=[O:6])[CH:13]=[CH:12][CH:11]=5)=[CH:15][N:16]=[C:17]4[CH:22]=3)[CH:24]=[N:25]2)[CH3:32])[CH2:37][CH2:38]1)#[N:43], predict the reactants needed to synthesize it. (3) Given the product [Cl:1][C:2]1[N:3]=[C:4]([N:13]2[CH2:18][CH2:17][O:16][CH2:15][CH2:14]2)[C:5]2[N:10]=[C:9]([CH2:11][N:19]3[CH2:24][CH2:23][CH:22]([C:25]([OH:28])([CH3:27])[CH3:26])[CH2:21][CH2:20]3)[S:8][C:6]=2[N:7]=1, predict the reactants needed to synthesize it. The reactants are: [Cl:1][C:2]1[N:3]=[C:4]([N:13]2[CH2:18][CH2:17][O:16][CH2:15][CH2:14]2)[C:5]2[N:10]=[C:9]([CH:11]=O)[S:8][C:6]=2[N:7]=1.[NH:19]1[CH2:24][CH2:23][CH:22]([C:25]([OH:28])([CH3:27])[CH3:26])[CH2:21][CH2:20]1.C(O[BH-](OC(=O)C)OC(=O)C)(=O)C.[Na+]. (4) Given the product [I:1][C:2]1[C:3]([C:8]([O:10][CH3:16])=[O:9])=[N:4][CH:5]=[CH:6][CH:7]=1, predict the reactants needed to synthesize it. The reactants are: [I:1][C:2]1[C:3]([C:8]([OH:10])=[O:9])=[N:4][CH:5]=[CH:6][CH:7]=1.OS(O)(=O)=O.[CH3:16]O. (5) Given the product [Br:1][C:2]1[CH:3]=[N:4][C:5]([S:8]([CH3:9])(=[O:10])=[O:16])=[N:6][CH:7]=1, predict the reactants needed to synthesize it. The reactants are: [Br:1][C:2]1[CH:3]=[N:4][C:5]([S:8][CH3:9])=[N:6][CH:7]=1.[OH:10]OS([O-])=O.[K+].[OH-:16].[Na+]. (6) Given the product [F:1][C:2]([F:13])([F:12])[O:3][C:4]1[CH:11]=[CH:10][C:7]([CH:8]=[CH:15][C:16]([OH:18])=[O:17])=[CH:6][CH:5]=1, predict the reactants needed to synthesize it. The reactants are: [F:1][C:2]([F:13])([F:12])[O:3][C:4]1[CH:11]=[CH:10][C:7]([CH:8]=O)=[CH:6][CH:5]=1.C(O)(=O)[CH2:15][C:16]([OH:18])=[O:17]. (7) Given the product [CH3:8][O:9][CH2:10][CH2:11][N:12]1[CH:6]([C:2]2[S:1][CH:5]=[CH:4][CH:3]=2)[CH:14]([C:13]([NH:37][C:34]2[CH:35]=[N:36][C:31]([C:25]3[CH:30]=[CH:29][CH:28]=[CH:27][CH:26]=3)=[CH:32][CH:33]=2)=[O:24])[C:15]2[C:16](=[CH:20][CH:21]=[CH:22][CH:23]=2)[C:17]1=[O:19], predict the reactants needed to synthesize it. The reactants are: [S:1]1[CH:5]=[CH:4][CH:3]=[C:2]1[CH:6]=O.[CH3:8][O:9][CH2:10][CH2:11][NH2:12].[C:13]1(=[O:24])[O:19][C:17](=O)[C:16]2=[CH:20][CH:21]=[CH:22][CH:23]=[C:15]2[CH2:14]1.[C:25]1([C:31]2[N:36]=[CH:35][C:34]([NH2:37])=[CH:33][CH:32]=2)[CH:30]=[CH:29][CH:28]=[CH:27][CH:26]=1. (8) Given the product [Cl:19][C:17]1[CH:16]=[CH:15][C:14]([C:20]([NH:22][C@@H:23]([CH:28]2[CH2:33][CH2:32][CH2:31][CH2:30][CH2:29]2)[C:24]([O:26][CH3:27])=[O:25])=[O:21])=[C:13]([NH:12][C:10]([NH:9][C:3]2[C:4]([CH3:8])=[CH:5][CH:6]=[CH:7][C:2]=2[Cl:1])=[O:11])[CH:18]=1, predict the reactants needed to synthesize it. The reactants are: [Cl:1][C:2]1[CH:7]=[CH:6][CH:5]=[C:4]([CH3:8])[C:3]=1[N:9]=[C:10]=[O:11].[NH2:12][C:13]1[CH:18]=[C:17]([Cl:19])[CH:16]=[CH:15][C:14]=1[C:20]([NH:22][C@@H:23]([CH:28]1[CH2:33][CH2:32][CH2:31][CH2:30][CH2:29]1)[C:24]([O:26][CH3:27])=[O:25])=[O:21]. (9) Given the product [C:12]([O:16][C:17]([N:19]1[CH2:24][CH2:23][N:22]([CH2:25][C:26]2[C:31]([C:32]([F:34])([F:33])[F:35])=[CH:30][C:29]3[C:36](=[O:38])[O:37][C:42](=[O:44])[NH:39][C:28]=3[C:27]=2[Cl:40])[CH2:21][CH2:20]1)=[O:18])([CH3:15])([CH3:13])[CH3:14], predict the reactants needed to synthesize it. The reactants are: C1CCN2C(=NCCC2)CC1.[C:12]([O:16][C:17]([N:19]1[CH2:24][CH2:23][N:22]([CH2:25][C:26]2[C:31]([C:32]([F:35])([F:34])[F:33])=[CH:30][C:29]([C:36]([OH:38])=[O:37])=[C:28]([NH2:39])[C:27]=2[Cl:40])[CH2:21][CH2:20]1)=[O:18])([CH3:15])([CH3:14])[CH3:13].Cl[C:42](Cl)([O:44]C(=O)OC(Cl)(Cl)Cl)Cl.C(=O)(O)[O-].[Na+]. (10) Given the product [ClH:25].[C:1]([C:5]1[S:9][C:8]2[NH:10][C:11]3[CH:16]=[CH:15][CH:14]=[CH:13][C:12]=3[N:17]=[C:20]([NH2:21])[C:7]=2[CH:6]=1)([CH3:4])([CH3:3])[CH3:2], predict the reactants needed to synthesize it. The reactants are: [C:1]([C:5]1[S:9][C:8]([NH:10][C:11]2[CH:16]=[CH:15][CH:14]=[CH:13][C:12]=2[N+:17]([O-])=O)=[C:7]([C:20]#[N:21])[CH:6]=1)([CH3:4])([CH3:3])[CH3:2].O.O.[Sn](Cl)[Cl:25].